From a dataset of Full USPTO retrosynthesis dataset with 1.9M reactions from patents (1976-2016). Predict the reactants needed to synthesize the given product. (1) Given the product [I:8][C:6]1[CH:5]=[CH:4][N:3]=[C:2]([NH:15][C:14]2[CH:16]=[CH:17][CH:18]=[C:12]([N+:9]([O-:11])=[O:10])[CH:13]=2)[CH:7]=1, predict the reactants needed to synthesize it. The reactants are: F[C:2]1[CH:7]=[C:6]([I:8])[CH:5]=[CH:4][N:3]=1.[N+:9]([C:12]1[CH:13]=[C:14]([CH:16]=[CH:17][CH:18]=1)[NH2:15])([O-:11])=[O:10].C([O-])([O-])=O.[Cs+].[Cs+]. (2) The reactants are: O.Cl.[NH:3]1[CH2:8][CH2:7][C:6](=[O:9])[CH2:5][CH2:4]1.[CH3:10][C:11]([O:14][C:15](O[C:15]([O:14][C:11]([CH3:13])([CH3:12])[CH3:10])=[O:16])=[O:16])([CH3:13])[CH3:12]. Given the product [C:11]([O:14][C:15]([N:3]1[CH2:8][CH2:7][C:6](=[O:9])[CH2:5][CH2:4]1)=[O:16])([CH3:13])([CH3:12])[CH3:10], predict the reactants needed to synthesize it.